From a dataset of Reaction yield outcomes from USPTO patents with 853,638 reactions. Predict the reaction yield, written as a fraction of the theoretical maximum amount of product (1.0 means a 100% yield; for example, 0.34 means a 34% yield). (1) The reactants are [CH3:1][C:2]1[CH:9]=[CH:8][C:5]([C:6]#[N:7])=[C:4]([C:10]([F:13])([F:12])[F:11])[CH:3]=1.Cl.[NH2:15][OH:16].C(=O)(O)[O-].[Na+]. The catalyst is CO. The product is [OH:16][N:15]=[C:6]([NH2:7])[C:5]1[CH:8]=[CH:9][C:2]([CH3:1])=[CH:3][C:4]=1[C:10]([F:13])([F:11])[F:12]. The yield is 0.450. (2) The reactants are Br[C:2]1[N:6](S(C2C=CC=CC=2)(=O)=O)[CH:5]=[C:4]([CH:16]=[O:17])[C:3]=1[CH3:18].[C:19]1(B(O)O)[CH:24]=[CH:23][CH:22]=[CH:21][CH:20]=1.C(=O)([O-])[O-].[Na+].[Na+].[OH-].[Na+]. The catalyst is COCCOC.O. The product is [CH3:18][C:3]1[C:4]([CH:16]=[O:17])=[CH:5][NH:6][C:2]=1[C:19]1[CH:24]=[CH:23][CH:22]=[CH:21][CH:20]=1. The yield is 0.690. (3) The reactants are [OH:1][CH:2]=[CH:3][C:4](=[O:9])[CH:5]=[C:6]([CH3:8])[CH3:7].S([O-])([O-])(=O)=O.S(=O)(=O)(O)O.[OH-].[Na+]. No catalyst specified. The product is [CH3:7][C:6]1([CH3:8])[CH2:5][C:4](=[O:9])[CH:3]=[CH:2][O:1]1. The yield is 0.600. (4) The reactants are [CH3:1][C:2]1[N:7]=[CH:6][C:5]([NH:8][C:9]2[CH:18]=[CH:17][C:12]([C:13]([O:15]C)=[O:14])=[CH:11][N:10]=2)=[CH:4][CH:3]=1.[OH-].[Na+].Cl. The catalyst is CO. The product is [CH3:1][C:2]1[N:7]=[CH:6][C:5]([NH:8][C:9]2[CH:18]=[CH:17][C:12]([C:13]([OH:15])=[O:14])=[CH:11][N:10]=2)=[CH:4][CH:3]=1. The yield is 1.00. (5) The reactants are [CH2:1]([O:8][C:9]1[C:14]([OH:15])=[CH:13][CH:12]=[C:11]([Cl:16])[C:10]=1[C:17]1[CH:22]=[CH:21][CH:20]=[CH:19][C:18]=1Cl)[C:2]1[CH:7]=[CH:6][CH:5]=[CH:4][CH:3]=1.C(OC1C(C=O)=CC=C(Cl)C=1C1C=CC=CC=1[C:47]([F:50])([F:49])[F:48])C1C=CC=CC=1. The product is [CH2:1]([O:8][C:9]1[C:14]([OH:15])=[CH:13][CH:12]=[C:11]([Cl:16])[C:10]=1[C:17]1[CH:22]=[CH:21][CH:20]=[CH:19][C:18]=1[C:47]([F:50])([F:49])[F:48])[C:2]1[CH:7]=[CH:6][CH:5]=[CH:4][CH:3]=1. The yield is 1.00. No catalyst specified. (6) The reactants are [Cl:1][C:2]1[CH:3]=[C:4]([C:8]2N=[C:12]([CH2:14][C:15]3[CH:16]=[N:17][C:18]([C:21]#N)=[N:19][CH:20]=3)[CH:11]=[N:10][C:9]=2[O:23][CH3:24])[CH:5]=[CH:6][CH:7]=1.[OH-:25].[Na+].OO.[OH2:29].[CH3:30]O. No catalyst specified. The product is [Cl:1][C:2]1[CH:3]=[C:4]([C:8]2[CH:30]=[C:12]([CH2:14][C:15]3[CH:20]=[N:19][C:18]([C:21]([OH:29])=[O:25])=[N:17][CH:16]=3)[CH:11]=[N:10][C:9]=2[O:23][CH3:24])[CH:5]=[CH:6][CH:7]=1. The yield is 0.740.